From a dataset of TCR-epitope binding with 47,182 pairs between 192 epitopes and 23,139 TCRs. Binary Classification. Given a T-cell receptor sequence (or CDR3 region) and an epitope sequence, predict whether binding occurs between them. The epitope is TSNQVAVLY. The TCR CDR3 sequence is CASSVDIEAFF. Result: 0 (the TCR does not bind to the epitope).